From a dataset of Catalyst prediction with 721,799 reactions and 888 catalyst types from USPTO. Predict which catalyst facilitates the given reaction. (1) Reactant: CCC[C:4]1[N:8]2[NH:9][C:10]([C:14]3[CH:15]=[C:16]([S:23]([N:26]4[CH2:31][CH2:30][N:29]([CH2:32]C)[CH2:28][CH2:27]4)(=[O:25])=[O:24])[CH:17]=[CH:18][C:19]=3[O:20][CH2:21][CH3:22])=[N:11][C:12](=[O:13])[C:7]2=[C:6]([CH3:34])[N:5]=1.[CH:35]1[CH:40]=[CH:40][C:35](C([OH:43])C(C2C=CC=CC=2)=[O:43])=[CH:36][CH:36]=1. Product: [CH3:36][CH2:35][CH2:40][C:34]1[C:6]2[N:5]=[C:10]([C:14]3[CH:15]=[C:16]([S:23]([N:26]4[CH2:27][CH2:28][N:29]([CH3:32])[CH2:30][CH2:31]4)(=[O:24])=[O:25])[CH:17]=[CH:18][C:19]=3[O:20][CH2:21][CH3:22])[NH:11][C:12](=[O:13])[C:7]=2[N:8]([CH3:4])[N:9]=1.[S:23]([O-:25])(=[O:43])(=[O:24])[CH3:16]. The catalyst class is: 6. (2) Reactant: [CH3:1][C:2]1[C:3]([CH:8]2[CH2:13][CH2:12][CH2:11][CH:10]([C:14]3[C:19]([CH3:20])=[CH:18][CH:17]=[CH:16][N:15]=3)[NH:9]2)=[N:4][CH:5]=[CH:6][CH:7]=1.Br[CH2:22][CH2:23][CH2:24][N:25]1[CH:29]=[CH:28][N:27]=[CH:26]1.CCN(C(C)C)C(C)C. Product: [N:25]1([CH2:24][CH2:23][CH2:22][N:9]2[CH:8]([C:3]3[C:2]([CH3:1])=[CH:7][CH:6]=[CH:5][N:4]=3)[CH2:13][CH2:12][CH2:11][CH:10]2[C:14]2[C:19]([CH3:20])=[CH:18][CH:17]=[CH:16][N:15]=2)[CH:29]=[CH:28][N:27]=[CH:26]1. The catalyst class is: 3.